Task: Regression. Given a peptide amino acid sequence and an MHC pseudo amino acid sequence, predict their binding affinity value. This is MHC class I binding data.. Dataset: Peptide-MHC class I binding affinity with 185,985 pairs from IEDB/IMGT (1) The peptide sequence is SEVALNVTESF. The binding affinity (normalized) is 0. The MHC is Mamu-B17 with pseudo-sequence Mamu-B17. (2) The peptide sequence is KKKTWLVHK. The MHC is HLA-A30:01 with pseudo-sequence HLA-A30:01. The binding affinity (normalized) is 0.431.